Dataset: Full USPTO retrosynthesis dataset with 1.9M reactions from patents (1976-2016). Task: Predict the reactants needed to synthesize the given product. (1) Given the product [C:1]([O:5][C:6](=[O:21])[N:7]([CH2:11][C:12]1[CH:17]=[CH:16][C:15]([Cl:18])=[C:14]([CH2:19][NH:25][CH:22]2[CH2:24][CH2:23]2)[CH:13]=1)[CH2:8][CH2:9][F:10])([CH3:4])([CH3:3])[CH3:2], predict the reactants needed to synthesize it. The reactants are: [C:1]([O:5][C:6](=[O:21])[N:7]([CH2:11][C:12]1[CH:17]=[CH:16][C:15]([Cl:18])=[C:14]([CH:19]=O)[CH:13]=1)[CH2:8][CH2:9][F:10])([CH3:4])([CH3:3])[CH3:2].[CH:22]1([NH2:25])[CH2:24][CH2:23]1.[BH4-].[Na+]. (2) Given the product [CH3:19][O:5][C:4](=[O:6])[C:3]1[CH:7]=[C:8]([F:12])[C:9]([F:11])=[CH:10][C:2]=1[Cl:1], predict the reactants needed to synthesize it. The reactants are: [Cl:1][C:2]1[CH:10]=[C:9]([F:11])[C:8]([F:12])=[CH:7][C:3]=1[C:4]([OH:6])=[O:5].S(=O)(=O)(O)O.O.[CH3:19]O. (3) Given the product [OH:41][CH:20]([C:12]1[C:13]2[O:18][CH2:17][C:16](=[O:19])[NH:15][C:14]=2[C:9]([OH:8])=[CH:10][CH:11]=1)[CH2:21][NH:22][C:23]1([CH2:26][CH2:27][N:28]2[C:33]3[CH:34]=[CH:35][CH:36]=[CH:37][C:32]=3[C:31]([CH3:39])([CH3:38])[O:30][C:29]2=[O:40])[CH2:24][CH2:25]1, predict the reactants needed to synthesize it. The reactants are: C([O:8][C:9]1[C:14]2[NH:15][C:16](=[O:19])[CH2:17][O:18][C:13]=2[C:12]([CH:20]([OH:41])[CH2:21][NH:22][C:23]2([CH2:26][CH2:27][N:28]3[C:33]4[CH:34]=[CH:35][CH:36]=[CH:37][C:32]=4[C:31]([CH3:39])([CH3:38])[O:30][C:29]3=[O:40])[CH2:25][CH2:24]2)=[CH:11][CH:10]=1)C1C=CC=CC=1.[H][H]. (4) Given the product [N:1]1([C:9]2[O:13][C:12]3[C:14]([OH:20])=[C:15]([O:18][CH3:19])[CH:16]=[CH:17][C:11]=3[C:10]=2[C:24](=[O:37])[C:25]2[CH:26]=[C:27]([O:35][CH3:36])[C:28]([O:33][CH3:34])=[C:29]([O:31][CH3:32])[CH:30]=2)[CH:5]=[N:4][CH:3]=[N:2]1, predict the reactants needed to synthesize it. The reactants are: [NH:1]1[CH:5]=[N:4][CH:3]=[N:2]1.[H-].[Na+].Br[C:9]1[O:13][C:12]2[C:14]([O:20]C(=O)C)=[C:15]([O:18][CH3:19])[CH:16]=[CH:17][C:11]=2[C:10]=1[C:24](=[O:37])[C:25]1[CH:30]=[C:29]([O:31][CH3:32])[C:28]([O:33][CH3:34])=[C:27]([O:35][CH3:36])[CH:26]=1.